This data is from Forward reaction prediction with 1.9M reactions from USPTO patents (1976-2016). The task is: Predict the product of the given reaction. (1) The product is: [NH2:7][CH2:8][CH:9]1[CH2:14][CH2:13][N:12]([C:15]2[C:20]([C:21]#[C:22][C:23]3[CH:28]=[CH:27][C:26]([NH2:29])=[N:25][CH:24]=3)=[C:19]([CH3:30])[N:18]=[CH:17][N:16]=2)[CH2:11][CH2:10]1. Given the reactants C(OC(=O)[NH:7][CH2:8][CH:9]1[CH2:14][CH2:13][N:12]([C:15]2[C:20]([C:21]#[C:22][C:23]3[CH:24]=[N:25][C:26]([NH2:29])=[CH:27][CH:28]=3)=[C:19]([CH3:30])[N:18]=[CH:17][N:16]=2)[CH2:11][CH2:10]1)(C)(C)C.Cl, predict the reaction product. (2) Given the reactants [CH2:1]([O:3][C:4]([C:6]1[C:7]2[C:15](=[O:16])[CH2:14][CH2:13][CH2:12][CH2:11][C:8]=2[NH:9][CH:10]=1)=[O:5])[CH3:2].CCN(CC)CC.[CH3:24][C:25]([O:28][C:29](O[C:29]([O:28][C:25]([CH3:27])([CH3:26])[CH3:24])=[O:30])=[O:30])([CH3:27])[CH3:26], predict the reaction product. The product is: [CH2:1]([O:3][C:4]([C:6]1[C:7]2[C:15](=[O:16])[CH2:14][CH2:13][CH2:12][CH2:11][C:8]=2[N:9]([C:29]([O:28][C:25]([CH3:27])([CH3:26])[CH3:24])=[O:30])[CH:10]=1)=[O:5])[CH3:2]. (3) Given the reactants [CH3:1][C:2]([Si:5](Cl)([CH3:7])[CH3:6])([CH3:4])[CH3:3].[OH:9][CH:10]([C:13]1[N:14]([C:22]([O:24][C:25]([CH3:28])([CH3:27])[CH3:26])=[O:23])[C:15]2[C:20]([CH:21]=1)=[CH:19][CH:18]=[CH:17][CH:16]=2)[CH2:11][OH:12].N1C=CN=C1, predict the reaction product. The product is: [Si:5]([O:12][CH2:11][CH:10]([C:13]1[N:14]([C:22]([O:24][C:25]([CH3:28])([CH3:27])[CH3:26])=[O:23])[C:15]2[C:20]([CH:21]=1)=[CH:19][CH:18]=[CH:17][CH:16]=2)[OH:9])([C:2]([CH3:4])([CH3:3])[CH3:1])([CH3:7])[CH3:6]. (4) Given the reactants [H-].[Na+].[CH3:3][O:4][C:5]([C:7]1[N:8]([NH:12][C:13]([O:15][C:16]([CH3:19])([CH3:18])[CH3:17])=[O:14])[CH:9]=[CH:10][CH:11]=1)=[O:6].[CH2:20](Br)[C:21]1[CH:26]=[CH:25][CH:24]=[CH:23][CH:22]=1, predict the reaction product. The product is: [CH3:3][O:4][C:5]([C:7]1[N:8]([N:12]([CH2:20][C:21]2[CH:26]=[CH:25][CH:24]=[CH:23][CH:22]=2)[C:13]([O:15][C:16]([CH3:19])([CH3:18])[CH3:17])=[O:14])[CH:9]=[CH:10][CH:11]=1)=[O:6]. (5) Given the reactants [F:1][C:2]1[CH:3]=[C:4]([C@@H:9]2[CH2:14][S:13](=[O:16])(=[O:15])[CH2:12][C:11](=[O:17])[N:10]2[CH2:18][C:19]([O:21]CC2C=CC=CC=2)=[O:20])[CH:5]=[C:6]([F:8])[CH:7]=1, predict the reaction product. The product is: [F:1][C:2]1[CH:3]=[C:4]([C@@H:9]2[CH2:14][S:13](=[O:15])(=[O:16])[CH2:12][C:11](=[O:17])[N:10]2[CH2:18][C:19]([OH:21])=[O:20])[CH:5]=[C:6]([F:8])[CH:7]=1. (6) Given the reactants [CH3:1][C:2]1[N:3]([C:8]2[CH:12]=[C:11]([C:13](=[O:15])[CH3:14])[NH:10][N:9]=2)[C:4]([CH3:7])=[CH:5][CH:6]=1.[Br:16][CH2:17][CH2:18]Br.C([O-])([O-])=O.[K+].[K+], predict the reaction product. The product is: [Br:16][CH2:17][CH2:18][N:10]1[C:11]([C:13](=[O:15])[CH3:14])=[CH:12][C:8]([N:3]2[C:2]([CH3:1])=[CH:6][CH:5]=[C:4]2[CH3:7])=[N:9]1. (7) Given the reactants [N:1]1[C:2]([C:6]2[CH:11]=[N:10][CH:9]=[CH:8][N:7]=2)=[N:3][CH2:4][CH:5]=1.[H-].[Na+].Cl[CH2:15][O:16][CH2:17][CH2:18][Si:19]([CH3:22])([CH3:21])[CH3:20], predict the reaction product. The product is: [CH3:20][Si:19]([CH3:22])([CH3:21])[CH2:18][CH2:17][O:16][CH2:15][N:1]1[CH:5]=[CH:4][N:3]=[C:2]1[C:6]1[CH:11]=[N:10][CH:9]=[CH:8][N:7]=1.